From a dataset of Full USPTO retrosynthesis dataset with 1.9M reactions from patents (1976-2016). Predict the reactants needed to synthesize the given product. (1) Given the product [C:36]([N:29]1[CH2:28][CH2:27][CH:26]([C:18]2[N:19]3[C:24]([C:23]([NH2:25])=[N:22][CH:21]=[N:20]3)=[C:16]([C:11]3[CH:12]=[CH:13][C:14]4[C:9]([CH:10]=3)=[N:8][N:7]([CH2:6][C:5]3[CH:4]=[CH:3][C:2]([F:1])=[CH:33][CH:32]=3)[CH:15]=4)[CH:17]=2)[CH2:31][CH2:30]1)(=[O:37])[CH3:35], predict the reactants needed to synthesize it. The reactants are: [F:1][C:2]1[CH:33]=[CH:32][C:5]([CH2:6][N:7]2[CH:15]=[C:14]3[C:9]([CH:10]=[C:11]([C:16]4[CH:17]=[C:18]([CH:26]5[CH2:31][CH2:30][NH:29][CH2:28][CH2:27]5)[N:19]5[C:24]=4[C:23]([NH2:25])=[N:22][CH:21]=[N:20]5)[CH:12]=[CH:13]3)=[N:8]2)=[CH:4][CH:3]=1.Cl[CH2:35][C:36](N(C)C)=[O:37]. (2) Given the product [Cl:16][C:11]1[C:12]2[C:7](=[CH:6][CH:5]=[CH:4][C:3]=2[O:2][CH3:1])[CH:8]=[CH:9][N:10]=1, predict the reactants needed to synthesize it. The reactants are: [CH3:1][O:2][C:3]1[CH:4]=[CH:5][CH:6]=[C:7]2[C:12]=1[CH:11]=[N+:10]([O-])[CH:9]=[CH:8]2.P(Cl)(Cl)([Cl:16])=O. (3) Given the product [O:1]1[CH:6]2[CH2:7][NH:8][CH2:9][CH:5]2[O:4][CH2:3][CH2:2]1, predict the reactants needed to synthesize it. The reactants are: [O:1]1[CH:6]2[CH2:7][N:8](C(OCC3C=CC=CC=3)=O)[CH2:9][CH:5]2[O:4][CH2:3][CH2:2]1. (4) Given the product [C:1]([O:5][C:6](=[O:29])[NH:7][C:8]1([C:11]2[S:12][C:13]([C:40]3[C:41]([CH3:43])=[C:42]4[C:37]([C:36](=[O:46])[NH:35][C:34](=[O:47])[N:33]4[CH:30]4[CH2:32][CH2:31]4)=[CH:38][C:39]=3[F:45])=[CH:14][CH:15]=2)[CH2:9][CH2:10]1)([CH3:2])([CH3:3])[CH3:4], predict the reactants needed to synthesize it. The reactants are: [C:1]([O:5][C:6](=[O:29])[NH:7][C:8]1([C:11]2[S:12][C:13]([Sn](CCCC)(CCCC)CCCC)=[CH:14][CH:15]=2)[CH2:10][CH2:9]1)([CH3:4])([CH3:3])[CH3:2].[CH:30]1([N:33]2[C:42]3[C:37](=[CH:38][C:39]([F:45])=[C:40](I)[C:41]=3[CH3:43])[C:36](=[O:46])[NH:35][C:34]2=[O:47])[CH2:32][CH2:31]1.C1([As](C2C=CC=CC=2)C2C=CC=CC=2)C=CC=CC=1. (5) Given the product [O:1]1[C:10]2[CH:9]=[C:8]([CH2:11][N:12]([C@H:13]3[CH2:18][CH2:17][NH:16][CH2:15][C@H:14]3[OH:29])[C:30](=[O:31])[O:32][C:33]([CH3:34])([CH3:35])[CH3:36])[N:7]=[CH:6][C:5]=2[O:4][CH2:3][CH2:2]1, predict the reactants needed to synthesize it. The reactants are: [O:1]1[C:10]2[CH:9]=[C:8]([CH2:11][N:12]([C:30]([O:32][C:33]([CH3:36])([CH3:35])[CH3:34])=[O:31])[C@H:13]3[CH2:18][CH2:17][N:16](C(OCC4C=CC=CC=4)=O)[CH2:15][C@H:14]3[OH:29])[N:7]=[CH:6][C:5]=2[O:4][CH2:3][CH2:2]1.